This data is from Experimental lipophilicity measurements (octanol/water distribution) for 4,200 compounds from AstraZeneca. The task is: Regression/Classification. Given a drug SMILES string, predict its absorption, distribution, metabolism, or excretion properties. Task type varies by dataset: regression for continuous measurements (e.g., permeability, clearance, half-life) or binary classification for categorical outcomes (e.g., BBB penetration, CYP inhibition). For this dataset (lipophilicity_astrazeneca), we predict Y. (1) The molecule is N#CN=C(N)c1sc(Nc2ccccc2)nc1N. The Y is 2.91 logD. (2) The molecule is CC(C)(C)NS(=O)(=O)c1cncc(-c2ccc3nc(NC(=O)NCC(=O)N4CCOCC4)nn3c2)c1. The Y is 0.960 logD. (3) The compound is CNC(=O)c1ccc(C)c(-n2c(C)cc(OCc3ccc(F)cc3F)c(Br)c2=O)c1. The Y is 2.80 logD. (4) The drug is C[C@H](C(=O)O)c1cccc(C(=O)c2ccccc2)c1. The Y is -0.0600 logD. (5) The Y is 3.36 logD. The compound is O=C(Cc1ccc(Cl)c(C(F)(F)F)c1)Nc1cccc2c(=O)n(CCO)ccc12.